This data is from TCR-epitope binding with 47,182 pairs between 192 epitopes and 23,139 TCRs. The task is: Binary Classification. Given a T-cell receptor sequence (or CDR3 region) and an epitope sequence, predict whether binding occurs between them. (1) The epitope is SLFNTVATLY. The TCR CDR3 sequence is CASSLMRGGTYNSPLHF. Result: 1 (the TCR binds to the epitope). (2) The epitope is FLRGRAYGL. The TCR CDR3 sequence is CASSSPRLSGEADGYTF. Result: 1 (the TCR binds to the epitope). (3) The epitope is RLRPGGKKR. The TCR CDR3 sequence is CAEGGRDYGYTF. Result: 0 (the TCR does not bind to the epitope). (4) The epitope is SSNVANYQK. The TCR CDR3 sequence is CASSDPRDEQFF. Result: 0 (the TCR does not bind to the epitope). (5) The epitope is LLFGYPVYV. The TCR CDR3 sequence is CASRDRGKNEQYF. Result: 1 (the TCR binds to the epitope). (6) The epitope is TPQDLNTML. The TCR CDR3 sequence is CASSLRRDSGPPSNQPQHF. Result: 0 (the TCR does not bind to the epitope).